From a dataset of Forward reaction prediction with 1.9M reactions from USPTO patents (1976-2016). Predict the product of the given reaction. (1) The product is: [NH2:5][CH2:4][C:3]1[CH:6]=[CH:7][C:8]([C:10]([OH:13])([CH3:11])[CH3:12])=[CH:9][C:2]=1[F:1]. Given the reactants [F:1][C:2]1[CH:9]=[C:8]([C:10]([OH:13])([CH3:12])[CH3:11])[CH:7]=[CH:6][C:3]=1[C:4]#[N:5].[H-].[Al+3].[Li+].[H-].[H-].[H-], predict the reaction product. (2) Given the reactants [Cl:1][C:2]1[CH:7]=[C:6]([C:8](=[O:10])[CH3:9])[CH:5]=[CH:4][N:3]=1.C[Si](C)(C)[C:13]([F:16])([F:15])[F:14].[F-].[Cs+].Cl, predict the reaction product. The product is: [Cl:1][C:2]1[CH:7]=[C:6]([C:8]([OH:10])([CH3:9])[C:13]([F:16])([F:15])[F:14])[CH:5]=[CH:4][N:3]=1. (3) Given the reactants C(OCCCCCCOC1C=CC([C:19]2[C:20]([C:37]([O-:39])=[O:38])=[C:21]([NH2:36])[C:22]3[C:23](=[O:35])[C:24]4[C:29]([C:30](=[O:34])[C:31]=3[C:32]=2[NH2:33])=[CH:28][CH:27]=[CH:26][CH:25]=4)=CC=1)(=O)C=C.[C:40](Cl)(=[O:43])[CH:41]=[CH2:42], predict the reaction product. The product is: [CH2:23]([C:22]1[CH:21]=[CH:20][C:19]([O:39][C:37]([C:20]2[CH:19]=[C:32]([NH:33][C:40](=[O:43])[CH:41]=[CH2:42])[C:31]3[C:30](=[O:34])[C:29]4[C:24](=[CH:25][CH:26]=[CH:27][CH:28]=4)[C:23](=[O:35])[C:22]=3[C:21]=2[NH2:36])=[O:38])=[CH:32][CH:31]=1)[CH2:24][CH2:25][CH2:26][CH2:27][CH2:28][CH3:29].